Dataset: Catalyst prediction with 721,799 reactions and 888 catalyst types from USPTO. Task: Predict which catalyst facilitates the given reaction. (1) Reactant: C([O:8][CH2:9][CH:10]1[CH2:15][N:14]([S:16]([C:19]2[S:20][CH:21]=[CH:22][CH:23]=2)(=[O:18])=[O:17])[CH2:13][CH2:12][N:11]1[C:24]1[CH:29]=[CH:28][C:27]([C:30]([OH:36])([CH3:35])[C:31]([F:34])([F:33])[F:32])=[CH:26][CH:25]=1)C1C=CC=CC=1.C(=O)(O)[O-].[Na+].CC(OI1(OC(C)=O)(OC(C)=O)OC(=O)C2C=CC=CC1=2)=O. Product: [S:20]1[CH:21]=[CH:22][CH:23]=[C:19]1[S:16]([N:14]1[CH2:13][CH2:12][N:11]([C:24]2[CH:25]=[CH:26][C:27]([C:30]([OH:36])([CH3:35])[C:31]([F:33])([F:32])[F:34])=[CH:28][CH:29]=2)[CH:10]([CH:9]=[O:8])[CH2:15]1)(=[O:17])=[O:18]. The catalyst class is: 2. (2) Product: [F:1][C:2]1[CH:7]=[CH:6][C:5]([C:8]2[CH:13]=[C:12]([CH3:14])[N:11]=[CH:10][C:9]=2[N:15]([CH3:29])[C:16]([C:17]2[CH:18]=[C:19]([S:27][CH2:33][CH2:34][CH2:35][CH2:36][C:37]([OH:39])=[O:38])[CH:20]=[C:21]([C:23]([F:26])([F:25])[F:24])[CH:22]=2)=[O:28])=[C:4]([O:30][CH3:31])[CH:3]=1. Reactant: [F:1][C:2]1[CH:7]=[CH:6][C:5]([C:8]2[CH:13]=[C:12]([CH3:14])[N:11]=[CH:10][C:9]=2[N:15]([CH3:29])[C:16](=[O:28])[C:17]2[CH:22]=[C:21]([C:23]([F:26])([F:25])[F:24])[CH:20]=[C:19]([SH:27])[CH:18]=2)=[C:4]([O:30][CH3:31])[CH:3]=1.Br[CH2:33][CH2:34][CH2:35][CH2:36][C:37]([OH:39])=[O:38].CCN(C(C)C)C(C)C.[NH4+].[Cl-]. The catalyst class is: 290. (3) Reactant: [Cl:1][C:2]1[CH:7]=[CH:6][C:5]([C@H:8]2[O:13][CH2:12][CH2:11][NH:10][CH2:9]2)=[CH:4][C:3]=1[F:14].[F:15][C:16]([F:21])([F:20])[C@@H:17]1[CH2:19][O:18]1. Product: [Cl:1][C:2]1[CH:7]=[CH:6][C:5]([C@@H:8]2[CH2:9][N:10]([CH2:19][C@H:17]([OH:18])[C:16]([F:21])([F:20])[F:15])[CH2:11][CH2:12][O:13]2)=[CH:4][C:3]=1[F:14]. The catalyst class is: 4. (4) Reactant: [Cl:1][C:2]1[C:3]2[NH:10][CH:9]=[CH:8][C:4]=2[N:5]=[CH:6][N:7]=1.Br[CH2:12][CH2:13][O:14][Si:15]([C:18]([CH3:21])([CH3:20])[CH3:19])([CH3:17])[CH3:16].C(=O)([O-])[O-].[Cs+].[Cs+]. Product: [Si:15]([O:14][CH2:13][CH2:12][N:10]1[C:3]2[C:2]([Cl:1])=[N:7][CH:6]=[N:5][C:4]=2[CH:8]=[CH:9]1)([C:18]([CH3:21])([CH3:20])[CH3:19])([CH3:17])[CH3:16]. The catalyst class is: 391. (5) Reactant: [CH2:1]([O:8][C:9]1[CH:10]=[C:11]([CH2:17][CH2:18][NH:19][C:20](=O)/[CH:21]=[CH:22]/[C:23]2[CH:28]=[CH:27][N:26]=[CH:25][CH:24]=2)[CH:12]=[CH:13][C:14]=1[O:15][CH3:16])[C:2]1[CH:7]=[CH:6][CH:5]=[CH:4][CH:3]=1.O=P(Cl)(Cl)Cl.[BH4-].[Na+]. Product: [CH2:1]([O:8][C:9]1[CH:10]=[C:11]2[C:12](=[CH:13][C:14]=1[O:15][CH3:16])[CH:20](/[CH:21]=[CH:22]/[C:23]1[CH:28]=[CH:27][N:26]=[CH:25][CH:24]=1)[NH:19][CH2:18][CH2:17]2)[C:2]1[CH:7]=[CH:6][CH:5]=[CH:4][CH:3]=1. The catalyst class is: 10. (6) Reactant: Cl[CH2:2][C:3]1[N:7]([C:8]2[CH:15]=[CH:14][C:11]([C:12]#[N:13])=[CH:10][CH:9]=2)[N:6]=[N:5][N:4]=1.CN1CCOCC1.[F:23][C:24]([F:31])([F:30])[C@@H:25]1[CH2:29][CH2:28][CH2:27][NH:26]1. Product: [F:23][C:24]([F:31])([F:30])[C@@H:25]1[CH2:29][CH2:28][CH2:27][N:26]1[CH2:2][C:3]1[N:7]([C:8]2[CH:15]=[CH:14][C:11]([C:12]#[N:13])=[CH:10][CH:9]=2)[N:6]=[N:5][N:4]=1. The catalyst class is: 10. (7) Reactant: C([Li])CCC.[C:6]1([S:12]([OH:15])(=[O:14])=[O:13])[CH:11]=[CH:10][CH:9]=[CH:8][CH:7]=1.Cl[P:17]([CH:24]1[CH2:29][CH2:28][CH2:27][CH2:26][CH2:25]1)[CH:18]1[CH2:23][CH2:22][CH2:21][CH2:20][CH2:19]1.FC(F)(F)C(O)=O. Product: [CH:24]1([P:17]([CH:18]2[CH2:19][CH2:20][CH2:21][CH2:22][CH2:23]2)[C:7]2[CH:8]=[CH:9][CH:10]=[CH:11][C:6]=2[S:12]([OH:15])(=[O:14])=[O:13])[CH2:25][CH2:26][CH2:27][CH2:28][CH2:29]1. The catalyst class is: 7. (8) Reactant: [Br:1][C:2]1[CH:3]=[CH:4][C:5]([O:11][CH:12]([F:14])[F:13])=[C:6]([CH2:8][CH2:9][OH:10])[CH:7]=1.[OH-].[Na+].S(OC)(O[CH3:21])(=O)=O. Product: [Br:1][C:2]1[CH:3]=[CH:4][C:5]([O:11][CH:12]([F:13])[F:14])=[C:6]([CH2:8][CH2:9][O:10][CH3:21])[CH:7]=1. The catalyst class is: 20.